Dataset: NCI-60 drug combinations with 297,098 pairs across 59 cell lines. Task: Regression. Given two drug SMILES strings and cell line genomic features, predict the synergy score measuring deviation from expected non-interaction effect. (1) Drug 1: CCCS(=O)(=O)NC1=C(C(=C(C=C1)F)C(=O)C2=CNC3=C2C=C(C=N3)C4=CC=C(C=C4)Cl)F. Drug 2: CN(CC1=CN=C2C(=N1)C(=NC(=N2)N)N)C3=CC=C(C=C3)C(=O)NC(CCC(=O)O)C(=O)O. Cell line: UACC62. Synergy scores: CSS=47.8, Synergy_ZIP=3.10, Synergy_Bliss=1.43, Synergy_Loewe=1.79, Synergy_HSA=4.93. (2) Drug 1: COC1=NC(=NC2=C1N=CN2C3C(C(C(O3)CO)O)O)N. Drug 2: CC12CCC3C(C1CCC2O)C(CC4=C3C=CC(=C4)O)CCCCCCCCCS(=O)CCCC(C(F)(F)F)(F)F. Cell line: TK-10. Synergy scores: CSS=13.4, Synergy_ZIP=3.38, Synergy_Bliss=6.05, Synergy_Loewe=3.19, Synergy_HSA=2.82. (3) Drug 1: C1=CN(C(=O)N=C1N)C2C(C(C(O2)CO)O)O.Cl. Drug 2: CCCCC(=O)OCC(=O)C1(CC(C2=C(C1)C(=C3C(=C2O)C(=O)C4=C(C3=O)C=CC=C4OC)O)OC5CC(C(C(O5)C)O)NC(=O)C(F)(F)F)O. Cell line: PC-3. Synergy scores: CSS=47.7, Synergy_ZIP=-2.38, Synergy_Bliss=-1.39, Synergy_Loewe=-4.56, Synergy_HSA=0.156.